Dataset: Forward reaction prediction with 1.9M reactions from USPTO patents (1976-2016). Task: Predict the product of the given reaction. Given the reactants Cl.[F:2][C:3]1[C:8]([F:9])=[CH:7][CH:6]=[CH:5][C:4]=1[NH:10][C:11](=[O:33])[CH2:12][C:13]1[NH:17][N:16]=[C:15]([NH:18][C:19]2[C:28]3[C:23](=[CH:24][C:25]([O:31][CH3:32])=[CH:26][C:27]=3[O:29]C)[N:22]=[CH:21][N:20]=2)[CH:14]=1.Cl.N1C=CC=CC=1.C(=O)(O)[O-].[Na+], predict the reaction product. The product is: [F:2][C:3]1[C:8]([F:9])=[CH:7][CH:6]=[CH:5][C:4]=1[NH:10][C:11](=[O:33])[CH2:12][C:13]1[NH:17][N:16]=[C:15]([NH:18][C:19]2[C:28]3[C:23](=[CH:24][C:25]([O:31][CH3:32])=[CH:26][C:27]=3[OH:29])[N:22]=[CH:21][N:20]=2)[CH:14]=1.